This data is from Full USPTO retrosynthesis dataset with 1.9M reactions from patents (1976-2016). The task is: Predict the reactants needed to synthesize the given product. (1) The reactants are: [N+:1]([C:4]1[CH:5]=[C:6]([CH2:10][CH2:11][N:12]2[CH2:16][CH2:15][CH2:14][CH2:13]2)[CH:7]=[CH:8][CH:9]=1)([O-])=O. Given the product [N:12]1([CH2:11][CH2:10][C:6]2[CH:5]=[C:4]([NH2:1])[CH:9]=[CH:8][CH:7]=2)[CH2:16][CH2:15][CH2:14][CH2:13]1, predict the reactants needed to synthesize it. (2) Given the product [O:26]1[CH:30]=[CH:29][CH:28]=[C:27]1[CH:31]([CH:12]1[CH2:11][CH2:10][CH2:9][N:8]1[C:1]([O:3][C:4]([CH3:7])([CH3:6])[CH3:5])=[O:2])[OH:32], predict the reactants needed to synthesize it. The reactants are: [C:1]([N:8]1[CH2:12][CH2:11][CH2:10][CH2:9]1)([O:3][C:4]([CH3:7])([CH3:6])[CH3:5])=[O:2].CN(C)CCN(C)C.C([Li])(CC)C.[O:26]1[CH:30]=[CH:29][CH:28]=[C:27]1[CH:31]=[O:32]. (3) Given the product [Br:6][C:7]1[CH:14]=[CH:13][C:10]([CH:11]([OH:12])[CH:1]([CH3:3])[CH3:2])=[CH:9][CH:8]=1, predict the reactants needed to synthesize it. The reactants are: [CH:1]([Mg]Cl)([CH3:3])[CH3:2].[Br:6][C:7]1[CH:14]=[CH:13][C:10]([CH:11]=[O:12])=[CH:9][CH:8]=1. (4) The reactants are: [F:1][C:2]1[C:11]([F:12])=[CH:10][C:5]([CH2:6]N(C)C)=[C:4]([OH:13])[CH:3]=1.[C:14]([O:17]C(=O)C)(=[O:16])[CH3:15].C[OH:22].[C:23]1([CH3:29])C=CC=CC=1. Given the product [C:14]([O:17][CH2:6][C:5]1[CH:10]=[C:11]([F:12])[C:2]([F:1])=[CH:3][C:4]=1[O:13][C:23](=[O:22])[CH3:29])(=[O:16])[CH3:15], predict the reactants needed to synthesize it. (5) Given the product [NH2:1][C@H:2]([CH2:22][C:23]1[CH:28]=[C:27]([F:29])[C:26]([F:30])=[CH:25][C:24]=1[F:31])[CH2:3][C:4]([N:6]1[CH2:11][CH2:10][N:9]2[C:12]([C:18]([F:21])([F:19])[F:20])=[N:13][C:14]([C:15]([O-:17])=[O:16])=[C:8]2[CH2:7]1)=[O:5].[Na+:33], predict the reactants needed to synthesize it. The reactants are: [NH2:1][C@H:2]([CH2:22][C:23]1[CH:28]=[C:27]([F:29])[C:26]([F:30])=[CH:25][C:24]=1[F:31])[CH2:3][C:4]([N:6]1[CH2:11][CH2:10][N:9]2[C:12]([C:18]([F:21])([F:20])[F:19])=[N:13][C:14]([C:15]([OH:17])=[O:16])=[C:8]2[CH2:7]1)=[O:5].[OH-].[Na+:33]. (6) Given the product [ClH:1].[NH2:15][C@@H:16]([CH3:49])[C:17]([NH:19][CH2:20][C:21](=[C:23]1[CH2:28][CH2:27][CH2:26][N:25]([C:29]2[C:38]([O:39][CH3:40])=[C:37]3[C:32]([C:33](=[O:47])[C:34]([C:44]([OH:46])=[O:45])=[CH:35][N:36]3[CH:41]3[CH2:42][CH2:43]3)=[CH:31][C:30]=2[F:48])[CH2:24]1)[F:22])=[O:18], predict the reactants needed to synthesize it. The reactants are: [ClH:1].O1CCOCC1.C(OC([NH:15][C@@H:16]([CH3:49])[C:17]([NH:19][CH2:20][C:21](=[C:23]1[CH2:28][CH2:27][CH2:26][N:25]([C:29]2[C:38]([O:39][CH3:40])=[C:37]3[C:32]([C:33](=[O:47])[C:34]([C:44]([OH:46])=[O:45])=[CH:35][N:36]3[CH:41]3[CH2:43][CH2:42]3)=[CH:31][C:30]=2[F:48])[CH2:24]1)[F:22])=[O:18])=O)(C)(C)C.